This data is from Catalyst prediction with 721,799 reactions and 888 catalyst types from USPTO. The task is: Predict which catalyst facilitates the given reaction. (1) Reactant: Cl[C:2]([O:4][C:5]1[CH:10]=[CH:9][C:8]([N+:11]([O-:13])=[O:12])=[CH:7][CH:6]=1)=[O:3].[F:14][C:15]1[CH:20]=[CH:19][C:18]([F:21])=[CH:17][C:16]=1[C:22]1[CH2:26][N:25]([C:27]([C@@H:29]([NH2:34])[C:30]([CH3:33])([CH3:32])[CH3:31])=[O:28])[C@H:24]([C:35]2[CH:40]=[CH:39][CH:38]=[CH:37][CH:36]=2)[CH:23]=1.C(N(CC)CC)C. Product: [F:14][C:15]1[CH:20]=[CH:19][C:18]([F:21])=[CH:17][C:16]=1[C:22]1[CH2:26][N:25]([C:27]([C@@H:29]([NH:34][C:2](=[O:3])[O:4][C:5]2[CH:10]=[CH:9][C:8]([N+:11]([O-:13])=[O:12])=[CH:7][CH:6]=2)[C:30]([CH3:33])([CH3:32])[CH3:31])=[O:28])[C@H:24]([C:35]2[CH:36]=[CH:37][CH:38]=[CH:39][CH:40]=2)[CH:23]=1. The catalyst class is: 1. (2) Reactant: [CH3:1][C:2]1[N:6]([C:7]2[CH:14]=[CH:13][CH:12]=[CH:11][C:8]=2[C:9]#[N:10])[N:5]=[N:4][N:3]=1.[ClH:15]. Product: [ClH:15].[CH3:1][C:2]1[N:6]([C:7]2[CH:14]=[CH:13][CH:12]=[CH:11][C:8]=2[CH2:9][NH2:10])[N:5]=[N:4][N:3]=1. The catalyst class is: 19. (3) Reactant: Cl[C:2]1[O:3][C:4]([N:9]2[CH2:14][CH2:13][O:12][CH2:11][CH2:10]2)=[CH:5][C:6](=[O:8])[CH:7]=1.[CH3:15][O:16][C:17]([C:19]1[CH:20]=[C:21](B(O)O)[CH:22]=[CH:23][CH:24]=1)=[O:18].C(=O)([O-])[O-].[K+].[K+].N#N. Product: [CH3:15][O:16][C:17](=[O:18])[C:19]1[CH:20]=[CH:21][CH:22]=[C:23]([C:2]2[O:3][C:4]([N:9]3[CH2:14][CH2:13][O:12][CH2:11][CH2:10]3)=[CH:5][C:6](=[O:8])[CH:7]=2)[CH:24]=1. The catalyst class is: 77. (4) Reactant: [Cl:1][C:2]1[N:6]=[C:5]([C:7]2[CH:12]=[CH:11][CH:10]=[CH:9][CH:8]=2)[NH:4][C:3]=1[CH:13]=[O:14].CI.[C:17](=O)([O-])[O-].[K+].[K+].O. Product: [Cl:1][C:2]1[N:6]=[C:5]([C:7]2[CH:12]=[CH:11][CH:10]=[CH:9][CH:8]=2)[N:4]([CH3:17])[C:3]=1[CH:13]=[O:14]. The catalyst class is: 3. (5) Reactant: [Cl:1][C:2]1[CH:7]=[C:6]([C:8]([O:10]C)=O)[C:5]([N:12]=[C:13]=[S:14])=[CH:4][C:3]=1[C:15]([O:17]C)=[O:16].[CH3:19][O:20][C:21]1[CH:22]=[CH:23][C:24]([NH2:29])=[N:25][C:26]=1[O:27][CH3:28].[OH-].[Na+]. Product: [Cl:1][C:2]1[CH:7]=[C:6]2[C:5](=[CH:4][C:3]=1[C:15]([OH:17])=[O:16])[NH:12][C:13](=[S:14])[N:29]([C:24]1[CH:23]=[CH:22][C:21]([O:20][CH3:19])=[C:26]([O:27][CH3:28])[N:25]=1)[C:8]2=[O:10]. The catalyst class is: 1.